Dataset: Catalyst prediction with 721,799 reactions and 888 catalyst types from USPTO. Task: Predict which catalyst facilitates the given reaction. (1) Reactant: [NH2:1][C:2]1[CH:7]=[C:6]([CH3:8])[N:5]=[C:4]([CH3:9])[CH:3]=1.II.FC(F)(F)C(OI([C:25]1[CH:30]=CC=C[CH:26]=1)OC(=O)C(F)(F)F)=O.[Cl:33]CCl. Product: [Cl:33][C:30]1[CH:25]=[CH:26][C:7]2[C:2](=[CH:3][C:4]([CH3:9])=[N:5][C:6]=2[CH3:8])[N:1]=1. The catalyst class is: 5. (2) Reactant: I[C:2]1[CH:3]=[C:4]([NH2:28])[C:5]([NH:8][CH2:9]C2C=CC(OCC3C=NC(OC)=CC=3)=C(OC)C=2)=[CH:6][CH:7]=1.[N:29]#CBr.[OH-].[Na+]. Product: [NH:8]1[C:5]2[CH:6]=[CH:7][CH:2]=[CH:3][C:4]=2[N:28]=[C:9]1[NH2:29]. The catalyst class is: 98. (3) Reactant: [C:1]([O:5][C:6]([N:8]1[CH2:12][C:11](=[CH:13][C:14]2[CH:19]=[CH:18][CH:17]=[C:16]([F:20])[CH:15]=2)[CH2:10][CH:9]1[C:21]([OH:23])=[O:22])=[O:7])([CH3:4])([CH3:3])[CH3:2].[CH:24]1([CH3:34])[CH2:29][CH2:28][CH:27]([CH:30]([CH3:32])[CH3:31])[CH:26](O)[CH2:25]1.CN(C1C=CC=CN=1)C.C1(N=C=NC2CCCCC2)CCCCC1. Product: [CH:30]([CH:27]1[CH2:28][CH2:29][CH:24]([CH3:34])[CH2:25][CH:26]1[O:22][C:21]([CH:9]1[CH2:10][C:11](=[CH:13][C:14]2[CH:19]=[CH:18][CH:17]=[C:16]([F:20])[CH:15]=2)[CH2:12][N:8]1[C:6]([O:5][C:1]([CH3:4])([CH3:2])[CH3:3])=[O:7])=[O:23])([CH3:32])[CH3:31]. The catalyst class is: 4. (4) Reactant: [C:1]([C:3]1[C:8]([OH:9])=[CH:7][CH:6]=[CH:5][N:4]=1)#[N:2].[CH2:10]([N:12]([CH2:16][CH3:17])[C:13](Cl)=[O:14])[CH3:11]. Product: [CH2:10]([N:12]([CH2:16][CH3:17])[C:13](=[O:14])[O:9][C:8]1[C:3]([C:1]#[N:2])=[N:4][CH:5]=[CH:6][CH:7]=1)[CH3:11]. The catalyst class is: 17. (5) Reactant: [CH3:1][N:2]([CH3:15])[C:3]([C:5]1[CH:6]=[C:7]2[C:11](=[CH:12][CH:13]=1)[NH:10][C:9](=[O:14])[CH2:8]2)=[O:4].[O:16]=[C:17]1[C:22]2=[CH:23][NH:24][C:25]([CH:26]=O)=[C:21]2[CH2:20][CH2:19][NH:18]1.N1CCCCC1. Product: [CH3:1][N:2]([CH3:15])[C:3]([C:5]1[CH:6]=[C:7]2[C:11](=[CH:12][CH:13]=1)[NH:10][C:9](=[O:14])[C:8]2=[CH:26][C:25]1[NH:24][CH:23]=[C:22]2[C:21]=1[CH2:20][CH2:19][NH:18][C:17]2=[O:16])=[O:4]. The catalyst class is: 8. (6) Reactant: [CH2:1]([O:3][C:4]1[CH:10]=[CH:9][C:7]([NH2:8])=[C:6]([C:11]2[O:12][CH:13]=[CH:14][N:15]=2)[CH:5]=1)[CH3:2].[C:16]([C:18]1[N:23]=[CH:22][C:21]([NH:24][C:25](=O)[O:26]C2C=CC=CC=2)=[CH:20][CH:19]=1)#[N:17]. Product: [C:16]([C:18]1[N:23]=[CH:22][C:21]([NH:24][C:25]([NH:8][C:7]2[CH:9]=[CH:10][C:4]([O:3][CH2:1][CH3:2])=[CH:5][C:6]=2[C:11]2[O:12][CH:13]=[CH:14][N:15]=2)=[O:26])=[CH:20][CH:19]=1)#[N:17]. The catalyst class is: 1. (7) Reactant: [Cl:1][C:2]1[CH:3]=[C:4]([CH:9]=[C:10]([O:12][CH3:13])[CH:11]=1)[CH2:5][N:6]=[N+]=[N-].[H-].[H-].[H-].[H-].[Li+].[Al+3].C(OCC)(=O)C.[OH-].[Na+]. Product: [Cl:1][C:2]1[CH:3]=[C:4]([CH:9]=[C:10]([O:12][CH3:13])[CH:11]=1)[CH2:5][NH2:6]. The catalyst class is: 20.